From a dataset of Full USPTO retrosynthesis dataset with 1.9M reactions from patents (1976-2016). Predict the reactants needed to synthesize the given product. (1) Given the product [OH:2][CH2:1][C:3]1[CH:8]=[CH:7][CH:6]=[CH:5][C:4]=1[C:9]1[CH:14]=[CH:13][C:12]([CH:15]([CH3:24])[CH2:16][NH:17][S:18]([CH:21]([CH3:23])[CH3:22])(=[O:20])=[O:19])=[CH:11][CH:10]=1, predict the reactants needed to synthesize it. The reactants are: [CH:1]([C:3]1[CH:8]=[CH:7][CH:6]=[CH:5][C:4]=1[C:9]1[CH:14]=[CH:13][C:12]([CH:15]([CH3:24])[CH2:16][NH:17][S:18]([CH:21]([CH3:23])[CH3:22])(=[O:20])=[O:19])=[CH:11][CH:10]=1)=[O:2].[BH4-].[Na+]. (2) Given the product [CH:15]1([O:14][C:9]2[CH:10]=[CH:11][CH:12]=[C:13]3[C:8]=2[CH:7]=[CH:6][N:5]3[CH2:4][CH2:3][O:2][CH3:1])[CH2:17][CH2:16]1, predict the reactants needed to synthesize it. The reactants are: [CH3:1][O:2][CH2:3][CH2:4][N:5]1[C:13]2[CH:12]=[CH:11][CH:10]=[C:9]([OH:14])[C:8]=2[CH:7]=[CH:6]1.[CH:15]1(Br)[CH2:17][CH2:16]1.